Dataset: Full USPTO retrosynthesis dataset with 1.9M reactions from patents (1976-2016). Task: Predict the reactants needed to synthesize the given product. (1) Given the product [Br:1][C:2]1[CH:9]=[C:6]([CH2:7][NH:15][S:12]([CH2:10][CH3:11])(=[O:14])=[O:13])[CH:5]=[N:4][CH:3]=1, predict the reactants needed to synthesize it. The reactants are: [Br:1][C:2]1[CH:3]=[N:4][CH:5]=[C:6]([CH:9]=1)[CH:7]=O.[CH2:10]([S:12]([NH2:15])(=[O:14])=[O:13])[CH3:11].C1(C)C=CC=CC=1.[BH4-].[Na+]. (2) Given the product [C:17]([O:8][C:3]1[C:4]([CH3:7])=[CH:5][CH:6]=[C:1]([CH3:10])[C:2]=1[O:9][C:30](=[O:26])[C:29]1[CH:14]=[CH:13][CH:12]=[CH:27][CH:28]=1)(=[O:24])[C:18]1[CH:23]=[CH:22][CH:21]=[CH:20][CH:19]=1, predict the reactants needed to synthesize it. The reactants are: [C:1]1([CH3:10])[C:2]([OH:9])=[C:3]([OH:8])[C:4]([CH3:7])=[CH:5][CH:6]=1.N1C=C[CH:14]=[CH:13][CH:12]=1.[C:17](Cl)(=[O:24])[C:18]1[CH:23]=[CH:22][CH:21]=[CH:20][CH:19]=1.[O:26]1[CH2:30][CH2:29][CH2:28][CH2:27]1. (3) Given the product [ClH:44].[NH2:1][CH2:2][CH:3]([NH:10][C:11]([C:13]1[CH:14]=[CH:15][C:16]([Cl:44])=[C:17]([NH:19][C:20]([C:22]2[C:42](=[O:43])[NH:41][C:25]3[N:26]=[C:27]([NH:30][CH2:31][CH2:32][CH2:33][N:34]4[CH2:39][CH2:38][N:37]([CH3:40])[CH2:36][CH2:35]4)[N:28]=[CH:29][C:24]=3[CH:23]=2)=[O:21])[CH:18]=1)=[O:12])[C:4]1[CH:9]=[CH:8][CH:7]=[CH:6][CH:5]=1, predict the reactants needed to synthesize it. The reactants are: [NH2:1][CH2:2][CH:3]([NH:10][C:11]([C:13]1[CH:14]=[CH:15][C:16]([Cl:44])=[C:17]([NH:19][C:20]([C:22]2[C:42](=[O:43])[NH:41][C:25]3[N:26]=[C:27]([NH:30][CH2:31][CH2:32][CH2:33][N:34]4[CH2:39][CH2:38][N:37]([CH3:40])[CH2:36][CH2:35]4)[N:28]=[CH:29][C:24]=3[CH:23]=2)=[O:21])[CH:18]=1)=[O:12])[C:4]1[CH:9]=[CH:8][CH:7]=[CH:6][CH:5]=1.Cl.